Dataset: Full USPTO retrosynthesis dataset with 1.9M reactions from patents (1976-2016). Task: Predict the reactants needed to synthesize the given product. Given the product [OH:29][CH2:4][CH2:5][NH:1][C:6]([C:8]1[CH:9]=[C:10]([C:18]2[N:19]=[C:20]([C:23]3[CH:28]=[CH:27][N:26]=[CH:25][CH:24]=3)[S:21][CH:22]=2)[C:11](=[O:17])[NH:12][C:13]=1[CH:14]([CH3:16])[CH3:15])=[O:7], predict the reactants needed to synthesize it. The reactants are: [N:1]1([C:6]([C:8]2[CH:9]=[C:10]([C:18]3[N:19]=[C:20]([C:23]4[CH:28]=[CH:27][N:26]=[CH:25][CH:24]=4)[S:21][CH:22]=3)[C:11](=[O:17])[NH:12][C:13]=2[CH:14]([CH3:16])[CH3:15])=[O:7])[CH:5]=[CH:4]N=C1.[OH:29]CCN.CCN(C(C)C)C(C)C.